From a dataset of NCI-60 drug combinations with 297,098 pairs across 59 cell lines. Regression. Given two drug SMILES strings and cell line genomic features, predict the synergy score measuring deviation from expected non-interaction effect. (1) Drug 1: CN(CCCl)CCCl.Cl. Drug 2: COCCOC1=C(C=C2C(=C1)C(=NC=N2)NC3=CC=CC(=C3)C#C)OCCOC.Cl. Cell line: RPMI-8226. Synergy scores: CSS=24.5, Synergy_ZIP=-4.58, Synergy_Bliss=1.30, Synergy_Loewe=-11.8, Synergy_HSA=1.12. (2) Drug 1: C1=NC2=C(N=C(N=C2N1C3C(C(C(O3)CO)O)F)Cl)N. Drug 2: CC1=C(C(=O)C2=C(C1=O)N3CC4C(C3(C2COC(=O)N)OC)N4)N. Cell line: MCF7. Synergy scores: CSS=18.1, Synergy_ZIP=-4.77, Synergy_Bliss=-2.27, Synergy_Loewe=-1.03, Synergy_HSA=0.618. (3) Cell line: A498. Drug 2: COC1=NC(=NC2=C1N=CN2C3C(C(C(O3)CO)O)O)N. Synergy scores: CSS=-2.19, Synergy_ZIP=0.622, Synergy_Bliss=-0.860, Synergy_Loewe=-1.97, Synergy_HSA=-2.50. Drug 1: CN1C2=C(C=C(C=C2)N(CCCl)CCCl)N=C1CCCC(=O)O.Cl. (4) Drug 1: CC1=CC=C(C=C1)C2=CC(=NN2C3=CC=C(C=C3)S(=O)(=O)N)C(F)(F)F. Drug 2: C1=CC=C(C=C1)NC(=O)CCCCCCC(=O)NO. Cell line: SNB-75. Synergy scores: CSS=4.29, Synergy_ZIP=-3.67, Synergy_Bliss=-1.93, Synergy_Loewe=-5.04, Synergy_HSA=-1.42. (5) Drug 1: C1CCC(C1)C(CC#N)N2C=C(C=N2)C3=C4C=CNC4=NC=N3. Drug 2: C1CCN(CC1)CCOC2=CC=C(C=C2)C(=O)C3=C(SC4=C3C=CC(=C4)O)C5=CC=C(C=C5)O. Cell line: HOP-92. Synergy scores: CSS=8.34, Synergy_ZIP=-1.87, Synergy_Bliss=2.43, Synergy_Loewe=2.78, Synergy_HSA=2.37. (6) Drug 1: C1CCC(C(C1)N)N.C(=O)(C(=O)[O-])[O-].[Pt+4]. Drug 2: COCCOC1=C(C=C2C(=C1)C(=NC=N2)NC3=CC=CC(=C3)C#C)OCCOC.Cl. Cell line: MCF7. Synergy scores: CSS=7.67, Synergy_ZIP=-4.27, Synergy_Bliss=0.331, Synergy_Loewe=-9.82, Synergy_HSA=-0.802. (7) Drug 1: CC(C1=C(C=CC(=C1Cl)F)Cl)OC2=C(N=CC(=C2)C3=CN(N=C3)C4CCNCC4)N. Drug 2: CS(=O)(=O)OCCCCOS(=O)(=O)C. Cell line: TK-10. Synergy scores: CSS=7.02, Synergy_ZIP=-0.646, Synergy_Bliss=2.84, Synergy_Loewe=-1.04, Synergy_HSA=0.253. (8) Drug 1: CC(C1=C(C=CC(=C1Cl)F)Cl)OC2=C(N=CC(=C2)C3=CN(N=C3)C4CCNCC4)N. Drug 2: C1=CC=C(C(=C1)C(C2=CC=C(C=C2)Cl)C(Cl)Cl)Cl. Cell line: K-562. Synergy scores: CSS=35.9, Synergy_ZIP=1.10, Synergy_Bliss=2.37, Synergy_Loewe=-54.7, Synergy_HSA=2.93. (9) Drug 1: CC12CCC(CC1=CCC3C2CCC4(C3CC=C4C5=CN=CC=C5)C)O. Drug 2: CC1C(C(CC(O1)OC2CC(OC(C2O)C)OC3=CC4=CC5=C(C(=O)C(C(C5)C(C(=O)C(C(C)O)O)OC)OC6CC(C(C(O6)C)O)OC7CC(C(C(O7)C)O)OC8CC(C(C(O8)C)O)(C)O)C(=C4C(=C3C)O)O)O)O. Cell line: UO-31. Synergy scores: CSS=20.1, Synergy_ZIP=8.35, Synergy_Bliss=13.4, Synergy_Loewe=14.0, Synergy_HSA=14.1. (10) Drug 1: CCC(=C(C1=CC=CC=C1)C2=CC=C(C=C2)OCCN(C)C)C3=CC=CC=C3.C(C(=O)O)C(CC(=O)O)(C(=O)O)O. Drug 2: C1CC(C1)(C(=O)O)C(=O)O.[NH2-].[NH2-].[Pt+2]. Cell line: COLO 205. Synergy scores: CSS=16.6, Synergy_ZIP=-5.77, Synergy_Bliss=-3.24, Synergy_Loewe=-1.63, Synergy_HSA=-0.882.